Task: Predict which catalyst facilitates the given reaction.. Dataset: Catalyst prediction with 721,799 reactions and 888 catalyst types from USPTO (1) Product: [C:1]1([CH:7]([O:14][C:15]([CH:17]2[N:21]3[C:22](=[O:26])[CH2:23][C@H:20]3[S:19](=[O:27])[C:18]2([CH3:29])[CH3:28])=[O:16])[C:8]2[CH:9]=[CH:10][CH:11]=[CH:12][CH:13]=2)[CH:2]=[CH:3][CH:4]=[CH:5][CH:6]=1. Reactant: [C:1]1([CH:7]([O:14][C:15]([CH:17]2[N:21]3[C:22](=[O:26])[C:23](Br)(Br)[C@H:20]3[S:19](=[O:27])[C:18]2([CH3:29])[CH3:28])=[O:16])[C:8]2[CH:13]=[CH:12][CH:11]=[CH:10][CH:9]=2)[CH:6]=[CH:5][CH:4]=[CH:3][CH:2]=1.[Bi].[Cl-].[Na+].[Al]. The catalyst class is: 98. (2) Reactant: [CH:1]1[CH:2]=[CH:3][C:4]([C@@H:7]([N:15]2[CH2:20][CH2:19][N:18]([CH2:21][CH2:22][O:23][CH2:24][C:25]([OH:27])=[O:26])[CH2:17][CH2:16]2)[C:8]2[CH:9]=[CH:10][C:11]([Cl:14])=[CH:12][CH:13]=2)=[CH:5][CH:6]=1.[ClH:28]. Product: [CH:1]1[CH:2]=[CH:3][C:4]([CH:7]([N:15]2[CH2:20][CH2:19][N:18]([CH2:21][CH2:22][O:23][CH2:24][C:25]([OH:27])=[O:26])[CH2:17][CH2:16]2)[C:8]2[CH:9]=[CH:10][C:11]([Cl:14])=[CH:12][CH:13]=2)=[CH:5][CH:6]=1.[ClH:28].[ClH:14]. The catalyst class is: 13.